Dataset: Experimentally validated miRNA-target interactions with 360,000+ pairs, plus equal number of negative samples. Task: Binary Classification. Given a miRNA mature sequence and a target amino acid sequence, predict their likelihood of interaction. (1) The miRNA is hsa-miR-140-5p with sequence CAGUGGUUUUACCCUAUGGUAG. The protein sequence of the target gene is MTMTTMPESLNSPVSGKAVFMEFGPPNQQMSPSPMSHGHYSMHCLHSAGHSQPDGAYSSASSFSRPLGYPYVNSVSSHASSPYISSVQSYPGSASLAQSRLEDPGADSEKSTVVEGGEVRFNGKGKKIRKPRTIYSSLQLQALNRRFQQTQYLALPERAELAASLGLTQTQVKIWFQNKRSKFKKLMKQGGAALEGSALANGRALSAGSPPVPPGWNPNSSSGKGSGSSAGSYVPSYTSWYPSAHQEAMQQPQLM. Result: 0 (no interaction). (2) Result: 0 (no interaction). The miRNA is hsa-miR-6501-5p with sequence AGUUGCCAGGGCUGCCUUUGGU. The protein sequence of the target gene is MFLLLNCIVAVSQNMGIGKNGDLPRPPLRNEFRYFQRMTTTSSVEGKQNLVIMGRKTWFSIPEKNRPLKDRINLVLSRELKEPPQGAHFLARSLDDALKLTERPELANKVDMIWIVGGSSVYKEAMNHLGHLKLFVTRIMQDFESDTFFSEIDLEKYKLLPEYPGVLSDVQEGKHIKYKFEVCEKDD. (3) The miRNA is rno-miR-138-5p with sequence AGCUGGUGUUGUGAAUCAGGCCG. The protein sequence of the target gene is MESNWTVHVFSRTLCHMLLWTAVLNLAAGTHDLPKAVVKLEPPWIQVLKEDTVTLTCEGTHNPGNSSTQWFHNGRSIRSQVQASYTFKATVNDSGEYRCQMEQTRLSDPVDLGVISDWLLLQTPQLVFLEGETITLRCHSWRNKLLNRISFFHNEKSVRYHHYSSNFSIPKANHSHSGDYYCKGSLGRTLHQSKPVTITVQGPKSSRSLPVLTIVAAVTGIAVAAIVIILVSLVYLKKKQVPALPGNPDHREMGETLPEEVGEYRQPSGGSVPVSPGPPSGLEPTSSSPYNPPDLEEAAK.... Result: 0 (no interaction). (4) The miRNA is hsa-miR-5000-5p with sequence CAGUUCAGAAGUGUUCCUGAGU. The protein sequence of the target gene is MELLCCEVDPVRRAVPDRNLLEDRVLQNLLTIEERYLPQCSYFKCVQKDIQPYMRRMVATWMLEVCEEQKCEEEVFPLAMNYLDRFLAGVPTPKTHLQLLGAVCMFLASKLKETIPLTAEKLCIYTDNSVKPQELLEWELVVLGKLKWNLAAVTPHDFIEHILRKLPQQKEKLSLIRKHAQTFIALCATDFKFAMYPPSMIATGSVGAAICGLQQDDEVNTLTCDALTELLAKITHTDVDCLKACQEQIEALLLNSLQQFRQEQHNAGSKSVEDPDQATTPTDVRDVDL. Result: 0 (no interaction). (5) The miRNA is hsa-miR-449b-5p with sequence AGGCAGUGUAUUGUUAGCUGGC. The protein sequence of the target gene is MGPVSLLPKYQKLNTWNGDLAKMTHLQAGLSPETIEKARLELNENPDVLHQDIQQVRDMIITRPDIGFLRTDDAFILRFLRARKFHQADAFRLLAQYFQYRQLNLDMFKNFKADDPGIKRALIDGFPGVLENRDHYGRKILLLFAANWDQSRNSFTDILRAILLSLEVLIEDPELQINGFILIIDWSNFSFKQASKLTPSILKLAIEGLQDSFPARFGGVHFVNQPWYIHALYTLIKPFLKDKTRKRIFLHGNNLNSLHQLIHPEFLPSEFGGTLPPYDMGTWARTLLGPDYSDENDYTH.... Result: 0 (no interaction). (6) The miRNA is mmu-miR-34a-5p with sequence UGGCAGUGUCUUAGCUGGUUGU. The protein sequence of the target gene is MASPADSCIQFTRHASDVLLNLNRLRSRDILTDVVIVVSREQFRAHKTVLMACSGLFYSIFTDQLKCNLSVINLDPEISPEGFCILLDFMYTSRLNLREGNIMAVMTTAMYLQMEHVVDTCRKFIKASEAEMAPALKPPREEFLNSRMLMPHDIMAYRGREVVENNMPLRNTPGCESRAFAPPLYSGLSTPPASYPMYSHLPLSTFLFSDEELRDAPRMPVANPFPKERALPCDSARQVPNEYSRPAMEVSPSLCHSNIYSPKEAVPEEARSDIHYSVPEGPKPAVPSARNAPYFPCDKA.... Result: 1 (interaction). (7) The miRNA is hsa-miR-4483 with sequence GGGGUGGUCUGUUGUUG. The protein sequence of the target gene is MAEKPYKCDKCGKGFTRSSSLLVHHSVHTGEKPFKCDRCGKGFSQSSKLHIHKRVHTGEKPYACEECGMSFSQRSNLHIHQRVHTGERPYKCGECGKGFSQSSNLHIHRCTHTGEKPYQCYECGKGFSQSSDLRIHLRVHTGEKPYHCGKCGQGFSQSSKLLIHQRVHTGEKPYECSKCGKGFSQSSNLHIHQRVHRKELH. Result: 0 (no interaction). (8) The miRNA is mmu-miR-29b-1-5p with sequence GCUGGUUUCAUAUGGUGGUUUA. The protein sequence of the target gene is MNDVAIVKEGWLHKRGEYIKTWRPRYFLLKNDGTFIGYKERPQDVDQRESPLNNFSVAQCQLMKTERPRPNTFIIRCLQWTTVIERTFHVETPEEREEWATAIQTVADGLKRQEEETMDFRSGSPSDNSGAEEMEVSLAKPKHRVTMNEFEYLKLLGKGTFGKVILVKEKATGRYYAMKILKKEVIVAKDEVAHTLTENRVLQNSRHPFLTALKYSFQTHDRLCFVMEYANGGELFFHLSRERVFSEDRARFYGAEIVSALDYLHSEKNVVYRDLKLENLMLDKDGHIKITDFGLCKEGI.... Result: 1 (interaction).